This data is from Full USPTO retrosynthesis dataset with 1.9M reactions from patents (1976-2016). The task is: Predict the reactants needed to synthesize the given product. Given the product [NH2:7][CH2:8][CH2:9][CH2:10][N:11]1[C:20]2[CH:19]=[CH:18][C:17]([Cl:21])=[CH:16][C:15]=2[C:14]2=[N:22][NH:23][C:24]([CH2:25][CH2:26][CH2:27][CH2:28][O:29][CH3:30])=[C:13]2[C:12]1=[O:37], predict the reactants needed to synthesize it. The reactants are: C(OC(=O)[NH:7][CH2:8][CH2:9][CH2:10][N:11]1[C:20]2[CH:19]=[CH:18][C:17]([Cl:21])=[CH:16][C:15]=2[C:14]2=[N:22][N:23](C3CCCCO3)[C:24]([CH2:25][CH2:26][CH2:27][CH2:28][O:29][CH3:30])=[C:13]2[C:12]1=[O:37])(C)(C)C.NCCCN1C2C=CC(Cl)=CC=2C2=NNC(CCCCO)=C2C1=O.